This data is from NCI-60 drug combinations with 297,098 pairs across 59 cell lines. The task is: Regression. Given two drug SMILES strings and cell line genomic features, predict the synergy score measuring deviation from expected non-interaction effect. (1) Drug 1: C1=CC(=C2C(=C1NCCNCCO)C(=O)C3=C(C=CC(=C3C2=O)O)O)NCCNCCO. Drug 2: COC1=C2C(=CC3=C1OC=C3)C=CC(=O)O2. Cell line: EKVX. Synergy scores: CSS=17.8, Synergy_ZIP=-3.10, Synergy_Bliss=-0.0626, Synergy_Loewe=-24.7, Synergy_HSA=0.103. (2) Drug 1: CC1CCC2CC(C(=CC=CC=CC(CC(C(=O)C(C(C(=CC(C(=O)CC(OC(=O)C3CCCCN3C(=O)C(=O)C1(O2)O)C(C)CC4CCC(C(C4)OC)O)C)C)O)OC)C)C)C)OC. Drug 2: C#CCC(CC1=CN=C2C(=N1)C(=NC(=N2)N)N)C3=CC=C(C=C3)C(=O)NC(CCC(=O)O)C(=O)O. Cell line: T-47D. Synergy scores: CSS=-2.57, Synergy_ZIP=3.80, Synergy_Bliss=-2.35, Synergy_Loewe=-5.66, Synergy_HSA=-8.06. (3) Drug 1: C1=CC(=CC=C1CCCC(=O)O)N(CCCl)CCCl. Drug 2: C1=CN(C=N1)CC(O)(P(=O)(O)O)P(=O)(O)O. Cell line: OVCAR3. Synergy scores: CSS=-0.257, Synergy_ZIP=-9.21, Synergy_Bliss=-12.8, Synergy_Loewe=-13.5, Synergy_HSA=-11.7. (4) Drug 1: C(CN)CNCCSP(=O)(O)O. Drug 2: B(C(CC(C)C)NC(=O)C(CC1=CC=CC=C1)NC(=O)C2=NC=CN=C2)(O)O. Cell line: SW-620. Synergy scores: CSS=25.4, Synergy_ZIP=0.721, Synergy_Bliss=-2.24, Synergy_Loewe=-69.1, Synergy_HSA=-7.74. (5) Drug 1: CS(=O)(=O)C1=CC(=C(C=C1)C(=O)NC2=CC(=C(C=C2)Cl)C3=CC=CC=N3)Cl. Drug 2: C1=NC2=C(N1)C(=S)N=CN2. Cell line: MCF7. Synergy scores: CSS=19.9, Synergy_ZIP=-2.63, Synergy_Bliss=-3.84, Synergy_Loewe=-18.1, Synergy_HSA=-2.99. (6) Drug 1: CC1CC2C3CCC4=CC(=O)C=CC4(C3(C(CC2(C1(C(=O)CO)O)C)O)F)C. Drug 2: CC(C)(C#N)C1=CC=C(C=C1)N2C3=C4C=C(C=CC4=NC=C3N(C2=O)C)C5=CC6=CC=CC=C6N=C5. Cell line: SW-620. Synergy scores: CSS=58.4, Synergy_ZIP=8.40, Synergy_Bliss=8.14, Synergy_Loewe=-49.3, Synergy_HSA=7.01.